From a dataset of HIV replication inhibition screening data with 41,000+ compounds from the AIDS Antiviral Screen. Binary Classification. Given a drug SMILES string, predict its activity (active/inactive) in a high-throughput screening assay against a specified biological target. (1) The drug is O=S(=O)(CC#CCO)c1c2ccccc2cc2ccccc12. The result is 0 (inactive). (2) The molecule is O=C1OC2CS(=O)CC2O1. The result is 0 (inactive). (3) The drug is O=C1C(=Cc2ccc(Cl)cc2)Oc2ccccc21. The result is 0 (inactive).